This data is from Forward reaction prediction with 1.9M reactions from USPTO patents (1976-2016). The task is: Predict the product of the given reaction. (1) The product is: [CH2:1]([O:3][C:4]([C:6]1[NH:7][C:8]2[C:13]([C:14]=1[CH2:15][CH2:16][CH2:17][NH:18][C:19]([O:21][C:22]([CH3:25])([CH3:24])[CH3:23])=[O:20])=[CH:12][C:11]([OH:26])=[CH:10][CH:9]=2)=[O:5])[CH3:2]. Given the reactants [CH2:1]([O:3][C:4]([C:6]1[NH:7][C:8]2[C:13]([C:14]=1[CH2:15][CH2:16][CH2:17][NH:18][C:19]([O:21][C:22]([CH3:25])([CH3:24])[CH3:23])=[O:20])=[CH:12][C:11]([O:26]CC1C=CC=CC=1)=[CH:10][CH:9]=2)=[O:5])[CH3:2].[H][H], predict the reaction product. (2) The product is: [F:15][C:10]1[CH:11]=[CH:12][CH:13]=[CH:14][C:9]=1[C:7]1[S:6][N:5]=[C:4]([O:36][CH2:32][C:33]#[C:34][CH3:35])[N:8]=1. Given the reactants CS([C:4]1[N:8]=[C:7]([C:9]2[CH:14]=[CH:13][CH:12]=[CH:11][C:10]=2[F:15])[S:6][N:5]=1)=O.CS(C1N=C(C2C=CC=CC=2F)SN=1)(=O)=O.[CH2:32]([OH:36])[C:33]#[C:34][CH3:35].[H-].[Na+].[Cl-].[Na+], predict the reaction product.